Task: Predict the reaction yield, written as a fraction of the theoretical maximum amount of product (1.0 means a 100% yield; for example, 0.34 means a 34% yield).. Dataset: Reaction yield outcomes from USPTO patents with 853,638 reactions The reactants are [CH3:1][O:2][C:3]1[N:8]=[C:7]([NH2:9])[CH:6]=[CH:5][CH:4]=1.[Cl:10][C:11]1[C:16]([CH:17]=O)=[C:15]([Cl:19])[N:14]=[CH:13][N:12]=1.[N+:20]([C:22]1[CH:31]=[CH:30][C:25]2[O:26][CH2:27][CH2:28][O:29][C:24]=2[CH:23]=1)#[C-:21]. The catalyst is C(Cl)Cl.CO.C(S([O-])(=O)=O)(F)(F)F.C(S([O-])(=O)=O)(F)(F)F.C(S([O-])(=O)=O)(F)(F)F.[Sc+3]. The product is [Cl:10][C:11]1[C:16]([C:17]2[N:9]=[C:7]3[CH:6]=[CH:5][CH:4]=[C:3]([O:2][CH3:1])[N:8]3[C:21]=2[NH:20][C:22]2[CH:31]=[CH:30][C:25]3[O:26][CH2:27][CH2:28][O:29][C:24]=3[CH:23]=2)=[C:15]([Cl:19])[N:14]=[CH:13][N:12]=1. The yield is 0.240.